Dataset: Reaction yield outcomes from USPTO patents with 853,638 reactions. Task: Predict the reaction yield, written as a fraction of the theoretical maximum amount of product (1.0 means a 100% yield; for example, 0.34 means a 34% yield). (1) The reactants are [CH:1]([C:3]1[N:4]([CH2:12][CH2:13][C:14]([OH:16])=[O:15])[C:5]2[C:10]([CH:11]=1)=[CH:9][CH:8]=[CH:7][CH:6]=2)=O.[C:17]([N:34]([NH:36][CH3:37])[CH3:35])([O:19][CH2:20][CH:21]1[C:33]2[C:28](=[CH:29][CH:30]=[CH:31][CH:32]=2)[C:27]2[C:22]1=[CH:23][CH:24]=[CH:25][CH:26]=2)=[O:18].C(O[BH-](OC(=O)C)OC(=O)C)(=O)C.[Na+]. The catalyst is ClCCCl. The product is [CH:23]1[C:22]2[CH:21]([CH2:20][O:19][C:17]([N:34]([CH3:35])[N:36]([CH2:1][C:3]3[N:4]([CH2:12][CH2:13][C:14]([OH:16])=[O:15])[C:5]4[C:10]([CH:11]=3)=[CH:9][CH:8]=[CH:7][CH:6]=4)[CH3:37])=[O:18])[C:33]3[C:28](=[CH:29][CH:30]=[CH:31][CH:32]=3)[C:27]=2[CH:26]=[CH:25][CH:24]=1. The yield is 0.620. (2) The reactants are [C-:1]#[N:2].[Na+].O[CH2:5][CH2:6][C:7]1[CH:12]=[CH:11][C:10]([CH2:13][CH2:14][O:15]S(C2C=CC(C)=CC=2)(=O)=O)=[CH:9][CH:8]=1. The catalyst is CS(C)=O. The product is [OH:15][CH2:14][CH2:13][C:10]1[CH:9]=[CH:8][C:7]([CH2:6][CH2:5][C:1]#[N:2])=[CH:12][CH:11]=1. The yield is 0.990. (3) The reactants are [Cl:1][C:2]1[CH:14]=[C:13]([Cl:15])[C:12]([O:16][C:17]2[N:21]([CH3:22])[N:20]=[C:19]([CH3:23])[C:18]=2[CH:24]=O)=[CH:11][C:3]=1[O:4][C@@H:5]([CH3:10])[C:6]([O:8][CH3:9])=[O:7].O.[NH2:27][NH2:28]. The catalyst is CO. The product is [Cl:1][C:2]1[CH:14]=[C:13]([Cl:15])[C:12]([O:16][C:17]2[N:21]([CH3:22])[N:20]=[C:19]([CH3:23])[C:18]=2/[CH:24]=[N:27]/[NH2:28])=[CH:11][C:3]=1[O:4][C@@H:5]([CH3:10])[C:6]([O:8][CH3:9])=[O:7]. The yield is 0.790.